This data is from Full USPTO retrosynthesis dataset with 1.9M reactions from patents (1976-2016). The task is: Predict the reactants needed to synthesize the given product. (1) Given the product [Cl:1][CH:2]([Cl:24])[C:3]([N:5]1[C@H:9]([CH2:10][F:11])[C@@H:8]([C:12]2[CH:17]=[CH:16][C:15]([C:26]3[CH:27]=[CH:28][C:29]([CH2:32][NH:33][S:34]([CH2:37][CH3:38])(=[O:35])=[O:36])=[N:30][CH:31]=3)=[CH:14][CH:13]=2)[O:7][C:6]1([CH3:23])[CH3:22])=[O:4], predict the reactants needed to synthesize it. The reactants are: [Cl:1][CH:2]([Cl:24])[C:3]([N:5]1[C@H:9]([CH2:10][F:11])[C@@H:8]([C:12]2[CH:17]=[CH:16][C:15]([Sn](C)(C)C)=[CH:14][CH:13]=2)[O:7][C:6]1([CH3:23])[CH3:22])=[O:4].Br[C:26]1[CH:27]=[CH:28][C:29]([CH2:32][NH:33][S:34]([CH2:37][CH3:38])(=[O:36])=[O:35])=[N:30][CH:31]=1.O1C=CC=C1P(C1OC=CC=1)C1OC=CC=1. (2) Given the product [Br:10][C:11]1[CH:16]=[CH:15][CH:14]=[CH:13][C:12]=1[S:9][C:3]1[CH:4]=[CH:5][C:6](/[CH:19]=[CH:20]/[C:21]([N:27]2[CH2:28][CH2:29][CH2:30][CH2:31][CH:32]2[CH2:33][OH:34])=[O:22])=[CH:7][C:2]=1[Cl:1], predict the reactants needed to synthesize it. The reactants are: [Cl:1][C:2]1[CH:7]=[C:6](Cl)[CH:5]=[CH:4][C:3]=1[SH:9].[Br:10][C:11]1[CH:16]=[CH:15][CH:14]=[CH:13][C:12]=1S.Cl[C:19]1C=CC=C[C:20]=1[CH:21]=[O:22].[NH2:27][CH2:28][CH2:29][CH2:30][CH2:31][CH2:32][CH2:33][OH:34].OCC1CCCCN1.